This data is from Full USPTO retrosynthesis dataset with 1.9M reactions from patents (1976-2016). The task is: Predict the reactants needed to synthesize the given product. Given the product [CH2:1]([N:8]([CH2:9][CH:10]([OH:15])[C:11]([F:14])([F:13])[F:12])[C:25](=[O:26])[CH:24]([Br:23])[CH3:28])[C:2]1[CH:3]=[CH:4][CH:5]=[CH:6][CH:7]=1, predict the reactants needed to synthesize it. The reactants are: [CH2:1]([NH:8][CH2:9][CH:10]([OH:15])[C:11]([F:14])([F:13])[F:12])[C:2]1[CH:7]=[CH:6][CH:5]=[CH:4][CH:3]=1.C(N(CC)CC)C.[Br:23][CH:24]([CH3:28])[C:25](Cl)=[O:26].